The task is: Binary Classification. Given a drug SMILES string, predict its activity (active/inactive) in a high-throughput screening assay against a specified biological target.. This data is from Choline transporter screen with 302,306 compounds. (1) The drug is S(Cc1[nH]c2c(c(=O)n1)cccc2)c1sc(Nc2ccc(cc2)C)nn1. The result is 0 (inactive). (2) The drug is O(CC(=O)N1c2c(NC(=O)C1)cccc2)C(=O)/C=C\c1oc(cc1)C. The result is 0 (inactive). (3) The drug is OC(Cn1c2c(nc3c1nc(=O)[nH]c3=O)ccc(N(C)C)c2)C(O)C(O)CO. The result is 0 (inactive). (4) The drug is S(c1c2c([nH]c1)cccc2)CCNC(=O)c1cc(OC)cc(OC)c1. The result is 0 (inactive). (5) The molecule is S(=O)(=O)(Nc1ccc(cc1)C)c1c(C(=O)N2CCCC2)c(n(c1C)C)C. The result is 0 (inactive). (6) The molecule is Fc1c(C2N(CCN(CC)CC)C(=O)c3c(N2)cccc3)cccc1. The result is 0 (inactive).